Regression/Classification. Given a drug SMILES string, predict its absorption, distribution, metabolism, or excretion properties. Task type varies by dataset: regression for continuous measurements (e.g., permeability, clearance, half-life) or binary classification for categorical outcomes (e.g., BBB penetration, CYP inhibition). Dataset: cyp2d6_veith. From a dataset of CYP2D6 inhibition data for predicting drug metabolism from PubChem BioAssay. (1) The molecule is Cc1[nH]nc(-c2ccc(OCc3cnn(-c4ccccc4)c3)cc2O)c1Oc1ccc(F)cc1. The result is 1 (inhibitor). (2) The molecule is COCc1c(C(=O)OCC(=O)N2c3ccccc3NC(=O)C2(C)C)oc2ccccc12. The result is 0 (non-inhibitor). (3) The drug is CC[C@H](C(=O)c1cccs1)C(O)(C(F)(F)F)C(F)(F)F. The result is 1 (inhibitor). (4) The molecule is CC1CCc2cccc3c2N1c1cc(C#N)c(C#N)cc1O3. The result is 0 (non-inhibitor). (5) The compound is O=c1ccc2c(OCCCCc3ccccc3)c3ccoc3cc2o1. The result is 1 (inhibitor). (6) The compound is Cc1cc2c(=O)[nH]c(N)nc2nc1C. The result is 0 (non-inhibitor). (7) The compound is C/C(Cn1nc([N+](=O)[O-])cc1C)=N\NC(=O)c1ccc(O)cc1O. The result is 0 (non-inhibitor).